This data is from Full USPTO retrosynthesis dataset with 1.9M reactions from patents (1976-2016). The task is: Predict the reactants needed to synthesize the given product. (1) Given the product [CH3:6][NH:7][C:11]([C:13]1[NH:14][C:15]2[C:20]([CH:21]=1)=[CH:19][C:18]([C:22]1([CH2:34][C:35]3[CH:36]=[CH:37][CH:38]=[CH:39][CH:40]=3)[CH2:26][CH2:25][N:24]([CH2:27][C:28]3[CH:33]=[CH:32][CH:31]=[CH:30][CH:29]=3)[CH2:23]1)=[CH:17][CH:16]=2)=[O:12], predict the reactants needed to synthesize it. The reactants are: C[Al](C)C.Cl.[CH3:6][NH2:7].CCO[C:11]([C:13]1[N:14](C(OC(C)(C)C)=O)[C:15]2[C:20]([CH:21]=1)=[CH:19][C:18]([C:22]1([CH2:34][C:35]3[CH:40]=[CH:39][CH:38]=[CH:37][CH:36]=3)[CH2:26][CH2:25][N:24]([CH2:27][C:28]3[CH:33]=[CH:32][CH:31]=[CH:30][CH:29]=3)[CH2:23]1)=[CH:17][CH:16]=2)=[O:12]. (2) Given the product [C:14]([Si:1]([O:18][C:19]1[CH:26]=[CH:25][C:22]([CH:23]2[S:31][CH2:27][CH2:28][CH2:29][S:30]2)=[CH:21][CH:20]=1)([C:8]1[CH:13]=[CH:12][CH:11]=[CH:10][CH:9]=1)[C:2]1[CH:3]=[CH:4][CH:5]=[CH:6][CH:7]=1)([CH3:17])([CH3:15])[CH3:16], predict the reactants needed to synthesize it. The reactants are: [Si:1]([O:18][C:19]1[CH:26]=[CH:25][C:22]([CH:23]=O)=[CH:21][CH:20]=1)([C:14]([CH3:17])([CH3:16])[CH3:15])([C:8]1[CH:13]=[CH:12][CH:11]=[CH:10][CH:9]=1)[C:2]1[CH:7]=[CH:6][CH:5]=[CH:4][CH:3]=1.[CH2:27]([SH:31])[CH2:28][CH2:29][SH:30].C(=O)(O)[O-].[Na+]. (3) Given the product [CH:3]([C:5]1[C:14]2[C:9](=[CH:10][CH:11]=[CH:12][CH:13]=2)[CH:8]=[C:7]([C:15]([OH:17])=[O:16])[CH:6]=1)=[O:4], predict the reactants needed to synthesize it. The reactants are: [OH-].[Li+].[CH:3]([C:5]1[C:14]2[C:9](=[CH:10][CH:11]=[CH:12][CH:13]=2)[CH:8]=[C:7]([C:15]([O:17]C)=[O:16])[CH:6]=1)=[O:4]. (4) Given the product [C@H:19]([C@@H:14]1[NH:13][CH2:3][C@H:2]([C:6]2[CH:11]=[CH:10][CH:9]=[CH:8][CH:7]=2)[NH:1][C:15]1=[O:16])([CH2:20][CH3:21])[CH3:22], predict the reactants needed to synthesize it. The reactants are: [NH2:1][C@@H:2]([C:6]1[CH:11]=[CH:10][CH:9]=[CH:8][CH:7]=1)[C:3](O)=O.Cl.[NH2:13][C@@H:14]([C@H:19]([CH3:22])[CH2:20][CH3:21])[C:15](OC)=[O:16].C([C@@H]1NC[C@H](CC(C)C)NC1=O)C(C)C.